From a dataset of Drug-target binding data from BindingDB using Ki measurements. Regression. Given a target protein amino acid sequence and a drug SMILES string, predict the binding affinity score between them. We predict pKi (pKi = -log10(Ki in M); higher means stronger inhibition). Dataset: bindingdb_ki. (1) The compound is NCC[C@H](NC(=O)CNC(=O)Nc1ccc2c(c1)c(CN1CCCC1)cn2Cc1c(Cl)cccc1Cl)C(=O)N[C@H](Cc1ccccc1)C(=O)Nc1ccccc1. The target protein (P55085) has sequence MRSPSAAWLLGAAILLAASLSCSGTIQGTNRSSKGRSLIGKVDGTSHVTGKGVTVETVFSVDEFSASVLTGKLTTVFLPIVYTIVFVVGLPSNGMALWVFLFRTKKKHPAVIYMANLALADLLSVIWFPLKIAYHIHGNNWIYGEALCNVLIGFFYGNMYCSILFMTCLSVQRYWVIVNPMGHSRKKANIAIGISLAIWLLILLVTIPLYVVKQTIFIPALNITTCHDVLPEQLLVGDMFNYFLSLAIGVFLFPAFLTASAYVLMIRMLRSSAMDENSEKKRKRAIKLIVTVLAMYLICFTPSNLLLVVHYFLIKSQGQSHVYALYIVALCLSTLNSCIDPFVYYFVSHDFRDHAKNALLCRSVRTVKQMQVSLTSKKHSRKSSSYSSSSTTVKTSY. The pKi is 5.7. (2) The compound is [NH3+][C@@H](CCCCB(O)O)C(=O)[O-]. The target protein sequence is MLDTIESYIKSHKEKENLYVKKNVSIIGSPLAAGQPLGGVQLACDDLRKLGLHNVIDVLGWKYEDIGNIDNGDNEMKQEKKTNNYINNNDNNNDNNNDNNNDNNNNCYIPNGVIKEKKHDLSNNKMNGYVNHNFYGNYEENNVISTNDKYKNNCYYDNIRNIKEIGIFSKNLFDTMSNELRKKNFVLNIGGDHGVAFSSILSSLQMYQNLRVIWIDAHGDINIPETSPSGNYHGMTLAHTLGLFKKKVPYFEWSEKLTYLKPENTAIIGIRDIDAYEKIILKKCNINYYTIFDIEKNGIYNTICTALEKIDPNSNCPIHISLDIDSVDNVFAPGTGTVAKGGLNYREINLLMKILAETKRVVSMDLVEYNPSLDEVDKKVHGDSLPILDNATKTGKLCLELIARVLGYDIV. The pKi is 5.0. (3) The compound is CCc1nc(N)nc(N)c1-c1cccc(Cl)c1. The target protein sequence is MENLSDVFDIYAICACCKVAPTSEGTKNEPFSPRTFRGLGNKGTLPWKCNSVDMKYFRSVTTYVDESKYEKLKWKRERYLRMEASQGGGDNTSGGDNTHGGDNADKLQNVVVMGRSNWESIPKQYKPLPNRINVVLSKTLTKEDVKEKVFIIDSIDDLLLLLKKLKYYKCFIIGGAQVYRECLSRNLIKQIYFTRINGAYPCDVFFPEFDESEFRVTSVSEVYNSKGTTLDFLVYSKV. The pKi is 9.2. (4) The small molecule is COc1ccc(-c2oc3cc(OC)ccc3c2C(=O)c2ccc(C#N)cc2)cc1. The target protein (P32836) has sequence MSAPAQNNAEVPTFKLVLVGDGGTGKTTFVKRHLTGEFEKKYIATIGVEVHPLSFYTNFGEIKFDVWDTAGQEKFGGLRDGYYINAQCAIIMFDVTSRITYKNVPNWHRDLVRVCENIPIVLCGNKVDVKERKVKAKTITFHRKKNLQYYDISAKSNYNFEKPFLWLARKLAGNPQLEFVASPALAPPEVQVDEQLMHQYQQEMDQATALPLPDEDDADL. The pKi is 5.0. (5) The compound is Nc1ccc(S(N)(=O)=O)cc1I. The target protein (Q9D6N1) has sequence MARLSWGYGEHNGPIHWNELFPIADGDQQSPIEIKTKEVKYDSSLRPLSIKYDPASAKIISNSGHSFNVDFDDTEDKSVLRGGPLTGNYRLRQFHLHWGSADDHGSEHVVDGVRYAAELHVVHWNSDKYPSFVEAAHESDGLAVLGVFLQIGEHNPQLQKITDILDSIKEKGKQTRFTNFDPLCLLPSSWDYWTYPGSLTVPPLLESVTWIVLKQPISISSQQLARFRSLLCTAEGESAAFLLSNHRPPQPLKGRRVRASFY. The pKi is 7.3. (6) The pKi is 10.0. The drug is Cc1nc(COc2ccc(C[C@H](NC(=O)O[C@H]3CO[C@H]4OCC[C@@H]34)[C@H](O)CN(CC(C)C)S(=O)(=O)c3ccc4c(c3)OCO4)cc2)cs1. The target protein sequence is PQVTLWQRPLVTIKIGGQLKEALLDTGADDTVLEEMSLPGRWKPKMIGGVGGFIKVRQYDQILIEICGHKAIGTVLVGPTPVNIIGRNLLTQIGCTLNF. (7) The small molecule is C/C(=C\C=C\[C@@H](C)C(=O)O)[C@H]1CN[C@H](C(=O)O)[C@H]1CC(=O)O. The target protein sequence is MPNTTLTYDIQRINLFDSFEASRRACDQLALGVAALFGPSHSSSVSAVQSICNALEVPHIQTRWKHPSVDNKDLFYINLYPDYAAISRAVLDLVLYYNWKTVTVVYEDSTGLIRLQELIKAPSRYNIKIKIRQLPSGNKDAKPLLKEMKKGKEFYVIFDCSHETAAEILKQILFMGMMTEYYHYFFTTLDLFALDLELYRYSGVNMTGFRLLNIDNPHVSSIIEKWSMERLQAPPRPETGLLDGMMTTEAALMYDAVYMVAIASHRASQLTVSSLQCHRHKPWRLGPRFMNLIKEAQWDGLTGRITFNKTDGLRKNFDLDIISLKEEGTEKAAGEVSKHLYKVWKKIGIWNSNSGLNMTEGNKDRSNNITDSLANRTLIVTTILEEPYVMYKKSDKPLYGNDRFEGYCLDLLKELSNILGFIYDVKLVPDGKYGAQNDKGEWNGMVKELIDHKADLAVAPLTITYVREKVIDFSKPFMTLGISILYRKPNGTNPGVFSFL.... The pKi is 9.1. (8) The compound is On1nnc2cc(CCc3nn[nH]n3)ccc21. The target protein sequence is NLINYQDDAELATRAIPELTKLLNDEDQVVVNKAAVMVHQLSKKEASRHAIMRSPQMVSAIVRTMQNTNDVETARCTAGTLHNLSHHREGLLAIFKSGGIPALVKMLGSPVDSVLFYAITTLHNLLLHQEGAKMAVRLAGGLQKMVALLNKTNVKFLAITTDCLQILAYGNQESKLIILASGGPQALVNIMRTYTYEKLLWTTSRVLKVLSVCSSNKPAIVEAGGMQALGLHLTDPSQRLVQNCLWTLRNLSDAATKQEGMEGLLGTLVQLLGSDDINVVTCAAGILSNLTCNNYKNKMMVCQVGGIEALVRTVLRAGDREDITEPAICALRHLTSRHQEAEMAQNAVRLHYGLPVVVKLLHPPSHWPLIKATVGLIRNLALCPANHAPLREQGAIPRLVQLLVRAHQDTQRRTSMGGTQQQFVEGVRMEEIVEGCTGALHILARDVHNRIVIRGLNTIPLFVQLLYSPIENIQRVAAGVLCELAQDKEAAEAIEAEGAT.... The pKi is 4.3.